From a dataset of Peptide-MHC class I binding affinity with 185,985 pairs from IEDB/IMGT. Regression. Given a peptide amino acid sequence and an MHC pseudo amino acid sequence, predict their binding affinity value. This is MHC class I binding data. (1) The peptide sequence is RIYKRSLKL. The MHC is HLA-C15:02 with pseudo-sequence HLA-C15:02. The binding affinity (normalized) is 0.820. (2) The peptide sequence is TPSRVTGGVF. The MHC is Patr-B1301 with pseudo-sequence Patr-B1301. The binding affinity (normalized) is 0.892. (3) The peptide sequence is RVSENTGMGM. The MHC is HLA-A02:06 with pseudo-sequence HLA-A02:06. The binding affinity (normalized) is 0.540. (4) The MHC is HLA-B15:01 with pseudo-sequence HLA-B15:01. The peptide sequence is RVGIYFGMK. The binding affinity (normalized) is 0.0847. (5) The peptide sequence is RNSVLSGKK. The MHC is HLA-A03:01 with pseudo-sequence HLA-A03:01. The binding affinity (normalized) is 0.422.